Dataset: Full USPTO retrosynthesis dataset with 1.9M reactions from patents (1976-2016). Task: Predict the reactants needed to synthesize the given product. (1) Given the product [C:12]([N:8]1[C:9]2[C:4](=[CH:3][C:2]([N:32]3[CH2:31][CH2:30][N:29]([C:33]([O:35][C:36]([CH3:38])([CH3:37])[CH3:39])=[O:34])[CH2:28][C:27]3=[O:26])=[CH:11][CH:10]=2)[C@H:5]([NH:19][C:20]2[N:25]=[CH:24][CH:23]=[CH:22][N:21]=2)[C@@H:6]([CH3:18])[C@@H:7]1[CH:15]1[CH2:16][CH2:17]1)(=[O:14])[CH3:13], predict the reactants needed to synthesize it. The reactants are: Br[C:2]1[CH:3]=[C:4]2[C:9](=[CH:10][CH:11]=1)[N:8]([C:12](=[O:14])[CH3:13])[C@@H:7]([CH:15]1[CH2:17][CH2:16]1)[C@H:6]([CH3:18])[C@H:5]2[NH:19][C:20]1[N:25]=[CH:24][CH:23]=[CH:22][N:21]=1.[O:26]=[C:27]1[NH:32][CH2:31][CH2:30][N:29]([C:33]([O:35][C:36]([CH3:39])([CH3:38])[CH3:37])=[O:34])[CH2:28]1.CN[C@@H]1CCCC[C@H]1NC.C([O-])([O-])=O.[K+].[K+]. (2) Given the product [CH2:1]([O:3][C:4]([C:6]1[CH:50]=[CH:49][C:9]2[N:10]([CH:43]3[CH2:48][CH2:47][CH2:46][CH2:45][CH2:44]3)[C:11]([C:13]3[CH:14]=[C:15]4[C:20](=[CH:21][CH:22]=3)[N:19]=[C:18]([C:23]3[C:28]([C:29]5[CH:34]=[CH:33][C:32]([C:51]([OH:53])=[O:52])=[CH:31][CH:30]=5)=[CH:27][CH:26]=[C:25]([C:36]([N:38]5[CH2:42][CH2:41][CH2:40][CH2:39]5)=[O:37])[CH:24]=3)[CH:17]=[CH:16]4)=[N:12][C:8]=2[CH:7]=1)=[O:5])[CH3:2], predict the reactants needed to synthesize it. The reactants are: [CH2:1]([O:3][C:4]([C:6]1[CH:50]=[CH:49][C:9]2[N:10]([CH:43]3[CH2:48][CH2:47][CH2:46][CH2:45][CH2:44]3)[C:11]([C:13]3[CH:14]=[C:15]4[C:20](=[CH:21][CH:22]=3)[N:19]=[C:18]([C:23]3[C:28]([C:29]5[CH:34]=[CH:33][C:32](F)=[CH:31][CH:30]=5)=[CH:27][CH:26]=[C:25]([C:36]([N:38]5[CH2:42][CH2:41][CH2:40][CH2:39]5)=[O:37])[CH:24]=3)[CH:17]=[CH:16]4)=[N:12][C:8]=2[CH:7]=1)=[O:5])[CH3:2].[C:51](C1C=CC(B(O)O)=CC=1)([OH:53])=[O:52]. (3) Given the product [Cl:1][C:2]1[CH:9]=[CH:8][C:5]([CH:6]([OH:7])[C:10]#[CH:11])=[CH:4][CH:3]=1, predict the reactants needed to synthesize it. The reactants are: [Cl:1][C:2]1[CH:9]=[CH:8][C:5]([CH:6]=[O:7])=[CH:4][CH:3]=1.[C:10]([Na])#[CH:11]. (4) Given the product [OH:18][C:19]1[CH:31]=[CH:30][C:22]2[C@@H:23]([CH2:26][C:27]([O:29][CH3:2])=[O:28])[CH2:24][O:25][C:21]=2[CH:20]=1, predict the reactants needed to synthesize it. The reactants are: N[C@H:2](C)C(C1C=CC=CC=1)(C1C=CC=CC=1)O.[OH:18][C:19]1[CH:31]=[CH:30][C:22]2[C@@H:23]([CH2:26][C:27]([OH:29])=[O:28])[CH2:24][O:25][C:21]=2[CH:20]=1.S(=O)(=O)(O)O.